This data is from Experimentally validated miRNA-target interactions with 360,000+ pairs, plus equal number of negative samples. The task is: Binary Classification. Given a miRNA mature sequence and a target amino acid sequence, predict their likelihood of interaction. (1) The miRNA is mmu-miR-185-5p with sequence UGGAGAGAAAGGCAGUUCCUGA. The protein sequence of the target gene is MAKKRIAVIGAGASGLTCIKCCLEEGLEPVCFERSGDIGGLWRFQEAPEEGRASIYQSVVINTSKEMMCFSDYPIPDHYPNYMHNSQVLEYFRMYAKEFDLLKYIQFKTTVCSVKKQPDFSTSGQWQVVTECEGKQQVDVFDGVLVCTGHHTDAHLPLESFPGIEKFKGKYFHSRDYKNPVEFTGKRVIVIGIGNSGGDLAVEISHTAKQVFLSTRRGAWILNRVGKHGYPIDLLLSSRIMYYLSRICGPSLKNNYMEKQMNQRFDHEMFGLKPKHRALSQHPTVNDDLPNRIIAGLVKV.... Result: 1 (interaction). (2) The miRNA is hsa-miR-1909-3p with sequence CGCAGGGGCCGGGUGCUCACCG. The protein sequence of the target gene is MADSGDAGSSGPWWKSLTNSRKKSKEAAVGVPPPAQPAPGEPTPPAPPSPDWTSSSRENQHPNLLGGAGEPPKPDKLYGDKSGSSRRNLKISRSGRFKEKRKVRATLLPEAGRSPEEAGFPGDPHEDKQ. Result: 0 (no interaction). (3) The miRNA is rno-miR-9a-3p with sequence AUAAAGCUAGAUAACCGAAAGU. The protein sequence of the target gene is MFPVKVKVEKSELEMAKARNQLDAVLQCLLEKSHMDRERLDEEAGKTPSDTHNKDCSIAATGKRPSARFPHQRRKKRREMDDGLAEGGPQRSNTYVIKLFDRSVDLAQFSENTPLYPICRAWMRNSPSVRERECSPSSPLPPLPEDEEGSEVTNSKSRDVYKLPPPTPPGPPGDACRSRIPSPLQPEMQGTPDDEPSEPEPSPSTLIYRNMQRWKRIRQRWKEASHRNQLRYSESMKILREMYERQ. Result: 0 (no interaction). (4) The miRNA is dme-miR-276a-3p with sequence UAGGAACUUCAUACCGUGCUCU. The protein sequence of the target gene is MEEQQPEPKSQRDSALGAAAAATPGGLSLSLSPGASGSSGSGSDGDSVPVSPQPAPPSPPAAPCLPPLAHHPHLPPHPPPPPPQHLAAPAHQPQPAAQLHRTTNFFIDNILRPDFGCKKEQPPPQLLVAAAARGGAGGGGRVERDRGQTAAGRDPVHPLGTRAPGAASLLCAPDANCGPPDGSQPAAAGAGASKAGNPAAAAAAAAAAVAAAAAAAAAKPSDTGGGGSGGGAGSPGAQGTKYPEHGNPAILLMGSANGGPVVKTDSQQPLVWPAWVYCTRYSDRPSSGPRTRKLKKKKNE.... Result: 0 (no interaction).